The task is: Predict the reactants needed to synthesize the given product.. This data is from Full USPTO retrosynthesis dataset with 1.9M reactions from patents (1976-2016). (1) Given the product [OH:27][CH:25]([C:11]([CH3:14])([CH:12]=[CH2:13])[C:10]([N:5]1[C@@H:4]([CH:1]([CH3:2])[CH3:3])[CH2:8][O:7][C:6]1=[O:9])=[O:15])[CH3:26], predict the reactants needed to synthesize it. The reactants are: [CH:1]([C@H:4]1[CH2:8][O:7][C:6](=[O:9])[N:5]1[C:10](=[O:15])/[C:11](/[CH3:14])=[CH:12]/[CH3:13])([CH3:3])[CH3:2].C(N(CC)C(C)C)(C)C.[CH:25](=[O:27])[CH3:26]. (2) Given the product [CH3:29][O:28][C:25]1[CH:24]=[CH:23][C:22]([CH2:21][N:18]2[CH2:19][CH2:20][N:15]([CH2:14][C:11]3[CH:12]=[CH:13][C:8]([NH2:7])=[N:9][CH:10]=3)[C:16]([CH3:31])([CH3:30])[CH2:17]2)=[CH:27][CH:26]=1, predict the reactants needed to synthesize it. The reactants are: C(OC(=O)[NH:7][C:8]1[CH:13]=[CH:12][C:11]([CH2:14][N:15]2[CH2:20][CH2:19][N:18]([CH2:21][C:22]3[CH:27]=[CH:26][C:25]([O:28][CH3:29])=[CH:24][CH:23]=3)[CH2:17][C:16]2([CH3:31])[CH3:30])=[CH:10][N:9]=1)(C)(C)C.Cl. (3) Given the product [OH:16][C:15]1[CH:10]=[N+:11]([O-:6])[CH:12]=[CH:13][CH:14]=1.[NH2:1][C@H:2]([C:5]([OH:7])=[O:6])[CH2:3][SH:4], predict the reactants needed to synthesize it. The reactants are: [NH2:1][C@H:2]([C:5]([OH:7])=[O:6])[CH2:3][SH:4].C([C:10]1[C:15]([OH:16])=[CH:14][CH:13]=[CH:12][N:11]=1)#N. (4) Given the product [CH3:1][C@@H:2]([OH:71])[C@@H:3]1[NH:27][C:25](=[O:26])[C@H:24]([CH2:28][CH2:29][CH2:30][CH2:31][NH2:32])[NH:23][C:21](=[O:22])[C@@H:20]([CH2:33][C:34]2[C:38]3[CH:39]=[CH:40][CH:41]=[CH:42][C:37]=3[NH:36][CH:35]=2)[NH:19][C:17](=[O:18])[C@H:16]([CH2:43][C:44]2[CH:49]=[CH:48][CH:47]=[CH:46][CH:45]=2)[NH:15][C:13](=[O:14])[C@@H:12]([NH:50][C:51]([C@H:53]([NH2:61])[CH2:54][C:55]2[CH:60]=[CH:59][CH:58]=[CH:57][CH:56]=2)=[O:52])[CH2:11][S:10][S:9][CH2:8][C@@H:7]([C:62]([NH:64][C@@H:65]([C@H:68]([OH:70])[CH3:69])[CH2:66][OH:67])=[O:63])[NH:6][C:4]1=[O:5], predict the reactants needed to synthesize it. The reactants are: [CH3:1][C@@H:2]([OH:71])[C@@H:3]1[NH:27][C:25](=[O:26])[C@H:24]([CH2:28][CH2:29][CH2:30][CH2:31][NH2:32])[NH:23][C:21](=[O:22])[C@@H:20]([CH2:33][C:34]2[C:38]3[CH:39]=[CH:40][CH:41]=[CH:42][C:37]=3[NH:36][CH:35]=2)[NH:19][C:17](=[O:18])[C@H:16]([CH2:43][C:44]2[CH:45]=[CH:46][CH:47]=[CH:48][CH:49]=2)[NH:15][C:13](=[O:14])[C@@H:12]([NH:50][C:51]([C@H:53]([NH2:61])[CH2:54][C:55]2[CH:56]=[CH:57][CH:58]=[CH:59][CH:60]=2)=[O:52])[CH2:11][S:10][S:9][CH2:8][C@@H:7]([C:62]([NH:64][C@@H:65]([C@H:68]([OH:70])[CH3:69])[CH2:66][OH:67])=[O:63])[NH:6][C:4]1=[O:5].CC(O)=O.C[C@@H](O)[C@@H]1NC(=O)[C@H](CCCCN)NC(=O)[C@@H](CC2C3C=CC=CC=3NC=2)NC(=O)[C@H](CC2C=CC(O)=CC=2)NC(=O)[C@@H](NC([C@H](NC(CN2CCN(CC(O)=O)CCN(CC(O)=O)CCN(CC(O)=O)CC2)=O)CC2C=CC=CC=2)=O)CSSC[C@@H](C(N[C@@H]([C@H](O)C)CO)=O)NC1=O. (5) Given the product [N:11]1[N:12]([C:2]2[CH:3]=[C:4]([CH:8]=[CH:9][CH:10]=2)[CH:5]=[O:7])[N:13]=[CH:14][CH:15]=1, predict the reactants needed to synthesize it. The reactants are: I[C:2]1[CH:3]=[C:4]([CH:8]=[CH:9][CH:10]=1)[C:5]([OH:7])=O.[NH:11]1[CH:15]=[CH:14][N:13]=[N:12]1.CN[C@@H]1CCCC[C@H]1NC.C([O-])([O-])=O.[Cs+].[Cs+]. (6) Given the product [CH:17]1([C:20]([C:22]2[C:27]([F:28])=[CH:26][N:25]=[C:24]([O:29][CH3:30])[CH:23]=2)=[CH:11][C:12]([O:14][CH2:15][CH3:16])=[O:13])[CH2:18][CH2:19]1, predict the reactants needed to synthesize it. The reactants are: [H-].[Na+].C(OP([CH2:11][C:12]([O:14][CH2:15][CH3:16])=[O:13])(OCC)=O)C.[CH:17]1([C:20]([C:22]2[C:27]([F:28])=[CH:26][N:25]=[C:24]([O:29][CH3:30])[CH:23]=2)=O)[CH2:19][CH2:18]1.O. (7) Given the product [Cl:10][C:9]1[CH:8]=[CH:7][CH:6]=[C:5]2[C:4]=1[C:3](=[O:13])[N:23]([CH2:22][CH2:21][CH2:20][C:14]1[CH:19]=[CH:18][CH:17]=[CH:16][CH:15]=1)[CH2:11]2, predict the reactants needed to synthesize it. The reactants are: CO[C:3](=[O:13])[C:4]1[C:9]([Cl:10])=[CH:8][CH:7]=[CH:6][C:5]=1[CH2:11]Br.[C:14]1([CH2:20][CH2:21][CH2:22][NH2:23])[CH:19]=[CH:18][CH:17]=[CH:16][CH:15]=1.C([O-])([O-])=O.[K+].[K+].C(OCC)(=O)C. (8) Given the product [CH2:27]([N:25]([CH3:26])[CH2:24][CH2:23][N:11]([C:8]1[CH:9]=[CH:10][C:5]([C:3]#[N:4])=[C:6]([O:19][CH3:20])[CH:7]=1)[C:12](=[O:18])[O:13][C:14]([CH3:15])([CH3:16])[CH3:17])[C:28]1[CH:33]=[CH:32][CH:31]=[CH:30][CH:29]=1, predict the reactants needed to synthesize it. The reactants are: [H-].[Na+].[C:3]([C:5]1[C:6](C)([O:19][CH3:20])[CH2:7][C:8]([NH:11][C:12](=[O:18])[O:13][C:14]([CH3:17])([CH3:16])[CH3:15])=[CH:9][CH:10]=1)#[N:4].Cl[CH2:23][CH2:24][N:25]([CH2:27][C:28]1[CH:33]=[CH:32][CH:31]=[CH:30][CH:29]=1)[CH3:26]. (9) Given the product [CH3:25][C:19]1[C:20]([CH3:24])=[CH:21][CH:22]=[CH:23][C:18]=1[O:17][CH:13]([C:9]1[NH:10][CH2:11][CH2:12][N:8]=1)[CH2:14][CH:15]=[CH2:16], predict the reactants needed to synthesize it. The reactants are: C(OC([N:8]1[CH2:12][CH2:11][N:10]=[C:9]1[CH:13]([O:17][C:18]1[CH:23]=[CH:22][CH:21]=[C:20]([CH3:24])[C:19]=1[CH3:25])[CH2:14][CH:15]=[CH2:16])=O)(C)(C)C.[OH-].[Na+].CCOC(C)=O.